The task is: Predict the reaction yield, written as a fraction of the theoretical maximum amount of product (1.0 means a 100% yield; for example, 0.34 means a 34% yield).. This data is from Reaction yield outcomes from USPTO patents with 853,638 reactions. (1) The reactants are [C:1]1([N:7]([C:16]2[CH:21]=[CH:20][CH:19]=[CH:18][CH:17]=2)[C:8]2[CH:13]=[CH:12][C:11]([C:14]#[N:15])=[CH:10][CH:9]=2)[CH:6]=[CH:5][CH:4]=[CH:3][CH:2]=1.[N-:22]=[N+:23]=[N-:24].[Na+].[Cl-].[NH4+].O. The catalyst is CN(C=O)C. The product is [C:1]1([N:7]([C:16]2[CH:21]=[CH:20][CH:19]=[CH:18][CH:17]=2)[C:8]2[CH:13]=[CH:12][C:11]([C:14]3[NH:24][N:23]=[N:22][N:15]=3)=[CH:10][CH:9]=2)[CH:6]=[CH:5][CH:4]=[CH:3][CH:2]=1. The yield is 0.870. (2) The reactants are [N:1]1([CH2:6][C:7]2[S:15][C:14]3[CH2:13][CH2:12][N:11](C(OC(C)(C)C)=O)[CH2:10][C:9]=3[CH:8]=2)[CH2:5][CH2:4][CH2:3][CH2:2]1.FC(F)(F)C(O)=O. The catalyst is ClCCl. The product is [N:1]1([CH2:6][C:7]2[S:15][C:14]3[CH2:13][CH2:12][NH:11][CH2:10][C:9]=3[CH:8]=2)[CH2:5][CH2:4][CH2:3][CH2:2]1. The yield is 1.00. (3) The reactants are [H-].[Na+].[NH:3]1[CH:7]=[CH:6][C:5]([CH:8]=[O:9])=[CH:4]1.[C:10]([C:14]1[N:18]([CH2:19][CH:20]2[CH2:25][CH2:24][O:23][CH2:22][CH2:21]2)[C:17]2[CH:26]=[CH:27][C:28]([S:30](Cl)(=[O:32])=[O:31])=[CH:29][C:16]=2[N:15]=1)([CH3:13])([CH3:12])[CH3:11]. The catalyst is C1COCC1. The product is [C:10]([C:14]1[N:18]([CH2:19][CH:20]2[CH2:21][CH2:22][O:23][CH2:24][CH2:25]2)[C:17]2[CH:26]=[CH:27][C:28]([S:30]([N:3]3[CH:7]=[CH:6][C:5]([CH:8]=[O:9])=[CH:4]3)(=[O:31])=[O:32])=[CH:29][C:16]=2[N:15]=1)([CH3:13])([CH3:11])[CH3:12]. The yield is 0.340. (4) The reactants are [I-:1].O.[F:3][C:4]1[CH:5]=[C:6]([N:10]2[CH2:14][C@H:13]([CH2:15][OH:16])[O:12][C:11]2=[O:17])[CH:7]=[CH:8][CH:9]=1. The catalyst is [Ag+].FC(F)(F)C([O-])=O. The product is [I:1][C:9]1[CH:8]=[CH:7][C:6]([N:10]2[CH2:14][C@H:13]([CH2:15][OH:16])[O:12][C:11]2=[O:17])=[CH:5][C:4]=1[F:3]. The yield is 0.940. (5) The reactants are N#N.[C:3]1(=[O:8])[CH2:7][CH2:6][CH:5]=[CH:4]1.[CH2:9]([N:16]([CH2:22]OC)[CH2:17][Si](C)(C)C)[C:10]1[CH:15]=[CH:14][CH:13]=[CH:12][CH:11]=1.O. The catalyst is C(Cl)Cl.COC(C)(C)C.FC(F)(F)C(O)=O. The product is [CH2:9]([N:16]1[CH2:22][CH:4]2[C:3](=[O:8])[CH2:7][CH2:6][CH:5]2[CH2:17]1)[C:10]1[CH:15]=[CH:14][CH:13]=[CH:12][CH:11]=1. The yield is 0.814. (6) The reactants are Br[C:2]1[C:3]([CH:8]2[CH2:11][N:10]([C:12]3[CH:21]=[CH:20][C:19]4[C:14](=[CH:15][CH:16]=[CH:17][CH:18]=4)[N:13]=3)[CH2:9]2)=[N:4][CH:5]=[CH:6][CH:7]=1.[CH3:22][CH:23]1[CH2:27][CH2:26][NH:25][CH2:24]1.C1C=CC(P(C2C(C3C(P(C4C=CC=CC=4)C4C=CC=CC=4)=CC=C4C=3C=CC=C4)=C3C(C=CC=C3)=CC=2)C2C=CC=CC=2)=CC=1.C(O[Na])(C)(C)C. The catalyst is O1CCOCC1.C1C=CC(/C=C/C(/C=C/C2C=CC=CC=2)=O)=CC=1.C1C=CC(/C=C/C(/C=C/C2C=CC=CC=2)=O)=CC=1.C1C=CC(/C=C/C(/C=C/C2C=CC=CC=2)=O)=CC=1.[Pd].[Pd]. The product is [CH3:22][CH:23]1[CH2:27][CH2:26][N:25]([C:2]2[C:3]([CH:8]3[CH2:11][N:10]([C:12]4[CH:21]=[CH:20][C:19]5[C:14](=[CH:15][CH:16]=[CH:17][CH:18]=5)[N:13]=4)[CH2:9]3)=[N:4][CH:5]=[CH:6][CH:7]=2)[CH2:24]1. The yield is 0.190. (7) The reactants are [CH2:1]([O:3][CH:4]([O:14][CH2:15][CH3:16])[CH2:5][NH:6][CH2:7][C:8]1[CH:13]=[CH:12][N:11]=[CH:10][CH:9]=1)[CH3:2].[CH:17]1[C:29]2[CH:28]([CH2:30][O:31][C:32]([NH:34][C@@H:35]([CH2:39][C:40]3[CH:45]=[CH:44][C:43]([O:46][C:47]([CH3:50])([CH3:49])[CH3:48])=[CH:42][CH:41]=3)[C:36](O)=[O:37])=[O:33])[C:27]3[C:22](=[CH:23][CH:24]=[CH:25][CH:26]=3)[C:21]=2[CH:20]=[CH:19][CH:18]=1. The yield is 0.760. No catalyst specified. The product is [C:47]([O:46][C:43]1[CH:42]=[CH:41][C:40]([CH2:39][C@H:35]([NH:34][C:32](=[O:33])[O:31][CH2:30][CH:28]2[C:29]3[CH:17]=[CH:18][CH:19]=[CH:20][C:21]=3[C:22]3[C:27]2=[CH:26][CH:25]=[CH:24][CH:23]=3)[C:36]([N:6]([CH2:5][CH:4]([O:3][CH2:1][CH3:2])[O:14][CH2:15][CH3:16])[CH2:7][C:8]2[CH:13]=[CH:12][N:11]=[CH:10][CH:9]=2)=[O:37])=[CH:45][CH:44]=1)([CH3:50])([CH3:48])[CH3:49]. (8) The reactants are Br[CH2:2][C:3]([C:5]1[C:10]([Cl:11])=[CH:9][C:8]([O:12][CH3:13])=[CH:7][C:6]=1[Cl:14])=O.[NH2:15][C:16]([NH2:18])=[S:17]. The catalyst is CCO. The product is [Cl:14][C:6]1[CH:7]=[C:8]([O:12][CH3:13])[CH:9]=[C:10]([Cl:11])[C:5]=1[C:3]1[N:15]=[C:16]([NH2:18])[S:17][CH:2]=1. The yield is 0.470. (9) The reactants are Br[C:2]1[N:3]=[C:4]([NH:10][C:11]2[S:15][N:14]=[C:13]([CH3:16])[CH:12]=2)[C:5](=[O:9])[N:6]([CH3:8])[CH:7]=1.[C:17]([O:20][CH2:21][C:22]1[C:23]([N:37]2[CH2:48][CH2:47][N:46]3[C:39](=[CH:40][C:41]4[CH2:42][C:43]([CH3:50])([CH3:49])[CH2:44][C:45]=43)[C:38]2=[O:51])=[N:24][CH:25]=[CH:26][C:27]=1B1OC(C)(C)C(C)(C)O1)(=[O:19])[CH3:18].[O-]P([O-])([O-])=O.[K+].[K+].[K+].O.O.O.C([O-])(=O)C.[Na+]. The catalyst is C1C=CC(P(C2C=CC=CC=2)[C-]2C=CC=C2)=CC=1.C1C=CC(P(C2C=CC=CC=2)[C-]2C=CC=C2)=CC=1.Cl[Pd]Cl.[Fe+2].O.C(#N)C. The product is [C:17]([O:20][CH2:21][C:22]1[C:23]([N:37]2[CH2:48][CH2:47][N:46]3[C:39](=[CH:40][C:41]4[CH2:42][C:43]([CH3:50])([CH3:49])[CH2:44][C:45]=43)[C:38]2=[O:51])=[N:24][CH:25]=[CH:26][C:27]=1[C:2]1[N:3]=[C:4]([NH:10][C:11]2[S:15][N:14]=[C:13]([CH3:16])[CH:12]=2)[C:5](=[O:9])[N:6]([CH3:8])[CH:7]=1)(=[O:19])[CH3:18]. The yield is 0.700.